This data is from Reaction yield outcomes from USPTO patents with 853,638 reactions. The task is: Predict the reaction yield, written as a fraction of the theoretical maximum amount of product (1.0 means a 100% yield; for example, 0.34 means a 34% yield). (1) The reactants are C[O:2][C:3](=O)[C:4]1[CH:9]=[CH:8][C:7]([CH2:10][CH2:11][C:12](=[O:14])[CH3:13])=[CH:6][CH:5]=1.[H-].[Al+3].[Li+].[H-].[H-].[H-]. The catalyst is C1COCC1. The product is [OH:2][CH2:3][C:4]1[CH:9]=[CH:8][C:7]([CH2:10][CH2:11][CH:12]([OH:14])[CH3:13])=[CH:6][CH:5]=1. The yield is 0.710. (2) The reactants are [Cl:1][C:2]1[CH:7]=[CH:6][N:5]=[C:4]([NH:8][CH2:9][CH2:10][C:11]([C:14]2[CH:19]=[CH:18][CH:17]=[CH:16][CH:15]=2)([OH:13])[CH3:12])[N:3]=1.[CH3:20][CH2:21][N:22](CC)CC.Cl[C:28](Cl)([O:30]C(=O)OC(Cl)(Cl)Cl)Cl. The catalyst is C(Cl)Cl. The product is [Cl:1][C:2]1[N:3]=[C:4]([N:8]2[CH2:9][CH2:10][C:11]([CH3:12])([C:14]3[CH:15]=[CH:16][CH:17]=[CH:18][CH:19]=3)[O:13][C:28]2=[O:30])[CH:20]=[CH:21][N:22]=1.[Cl:1][C:2]1[CH:7]=[CH:6][N:5]=[C:4]([N:8]2[CH2:9][CH2:10][C:11]([CH3:12])([C:14]3[CH:15]=[CH:16][CH:17]=[CH:18][CH:19]=3)[O:13][C:28]2=[O:30])[N:3]=1. The yield is 0.520.